The task is: Predict the reaction yield, written as a fraction of the theoretical maximum amount of product (1.0 means a 100% yield; for example, 0.34 means a 34% yield).. This data is from Reaction yield outcomes from USPTO patents with 853,638 reactions. The reactants are [CH3:1][C:2]1([CH3:20])[CH2:6][C:5]2[C:7]([CH3:19])=[C:8]([N:13]3[CH2:18][CH2:17][NH:16][CH2:15][CH2:14]3)[C:9]([CH3:12])=[C:10]([CH3:11])[C:4]=2[O:3]1.Br[C:22]1[CH:27]=[CH:26][C:25]([CH2:28][CH3:29])=[CH:24][CH:23]=1. No catalyst specified. The product is [CH2:28]([C:25]1[CH:26]=[CH:27][C:22]([N:16]2[CH2:15][CH2:14][N:13]([C:8]3[C:9]([CH3:12])=[C:10]([CH3:11])[C:4]4[O:3][C:2]([CH3:20])([CH3:1])[CH2:6][C:5]=4[C:7]=3[CH3:19])[CH2:18][CH2:17]2)=[CH:23][CH:24]=1)[CH3:29]. The yield is 0.380.